From a dataset of Full USPTO retrosynthesis dataset with 1.9M reactions from patents (1976-2016). Predict the reactants needed to synthesize the given product. (1) Given the product [C:19]([C:23]1[CH:24]=[C:25]([C:2]2[S:6][C:5]([C:7]([O:9][CH2:10][CH3:11])=[O:8])=[N:4][C:3]=2[CH2:12][CH:13]2[CH2:18][CH2:17][CH2:16][CH2:15][CH2:14]2)[CH:26]=[C:27]([C:29]2([CH3:32])[CH2:31][CH2:30]2)[CH:28]=1)([CH3:22])([CH3:20])[CH3:21], predict the reactants needed to synthesize it. The reactants are: Br[C:2]1[S:6][C:5]([C:7]([O:9][CH2:10][CH3:11])=[O:8])=[N:4][C:3]=1[CH2:12][CH:13]1[CH2:18][CH2:17][CH2:16][CH2:15][CH2:14]1.[C:19]([C:23]1[CH:24]=[C:25](B2OC(C)(C)C(C)(C)O2)[CH:26]=[C:27]([C:29]2([CH3:32])[CH2:31][CH2:30]2)[CH:28]=1)([CH3:22])([CH3:21])[CH3:20].C([O-])([O-])=O.[Na+].[Na+]. (2) Given the product [ClH:24].[F:23][C:2]([F:1])([F:22])[C@@H:3]([O:21][C:32](=[O:33])[NH:31][C:28]1[CH:29]=[CH:30][C:25]([Cl:24])=[CH:26][CH:27]=1)[CH2:4][N:5]1[CH2:10][CH2:9][CH2:8][CH:7]([C:11]2[CH:12]=[N:13][C:14]([C:17]([F:18])([F:19])[F:20])=[CH:15][CH:16]=2)[CH2:6]1, predict the reactants needed to synthesize it. The reactants are: [F:1][C:2]([F:23])([F:22])[C@@H:3]([OH:21])[CH2:4][N:5]1[CH2:10][CH2:9][CH2:8][CH:7]([C:11]2[CH:12]=[N:13][C:14]([C:17]([F:20])([F:19])[F:18])=[CH:15][CH:16]=2)[CH2:6]1.[Cl:24][C:25]1[CH:30]=[CH:29][C:28]([N:31]=[C:32]=[O:33])=[CH:27][CH:26]=1.C(#N)C.Cl. (3) The reactants are: [CH3:1][O:2][C:3]1[CH:8]=[CH:7][C:6]([C:9]([CH3:13])([CH3:12])[CH2:10][NH2:11])=[CH:5][CH:4]=1.C(=O)(O)[O-].[Na+].Cl[C:20]1[CH:25]=[C:24]([C:26]2[CH:31]=[CH:30][CH:29]=[C:28]([O:32][CH3:33])[CH:27]=2)[N:23]=[C:22]([O:34][CH3:35])[N:21]=1. Given the product [CH3:35][O:34][C:22]1[N:21]=[C:20]([NH:11][CH2:10][C:9]([C:6]2[CH:7]=[CH:8][C:3]([O:2][CH3:1])=[CH:4][CH:5]=2)([CH3:13])[CH3:12])[CH:25]=[C:24]([C:26]2[CH:31]=[CH:30][CH:29]=[C:28]([O:32][CH3:33])[CH:27]=2)[N:23]=1, predict the reactants needed to synthesize it. (4) Given the product [CH3:1][N:2]1[C:6]([NH:7][C:8]([N:30]2[CH2:31][CH2:32][N:27]([C:25]3[S:24][N:23]=[C:22]([C:16]4[CH:21]=[CH:20][CH:19]=[CH:18][CH:17]=4)[N:26]=3)[CH2:28][CH2:29]2)=[O:15])=[CH:5][CH:4]=[N:3]1, predict the reactants needed to synthesize it. The reactants are: [CH3:1][N:2]1[C:6]([NH:7][C:8](=[O:15])OCC(Cl)(Cl)Cl)=[CH:5][CH:4]=[N:3]1.[C:16]1([C:22]2[N:26]=[C:25]([N:27]3[CH2:32][CH2:31][NH:30][CH2:29][CH2:28]3)[S:24][N:23]=2)[CH:21]=[CH:20][CH:19]=[CH:18][CH:17]=1.C(N(C(C)C)CC)(C)C.O. (5) Given the product [Cl:53][C:54]1[CH:59]=[CH:58][CH:57]=[CH:56][C:55]=1[NH:60][CH:61]1[CH2:66][CH2:65][N:64]([C:16](=[O:18])[CH2:15][C:14]([NH:13][C:10]2[CH:11]=[N:12][C:7]([C:1]3[CH:2]=[CH:3][CH:4]=[CH:5][CH:6]=3)=[CH:8][CH:9]=2)=[O:19])[CH2:63][CH2:62]1, predict the reactants needed to synthesize it. The reactants are: [C:1]1([C:7]2[N:12]=[CH:11][C:10]([NH:13][C:14](=[O:19])[CH2:15][C:16]([OH:18])=O)=[CH:9][CH:8]=2)[CH:6]=[CH:5][CH:4]=[CH:3][CH:2]=1.CCN(C(C)C)C(C)C.C1C=CC2N(O)N=NC=2C=1.CCN=C=NCCCN(C)C.Cl.Cl.Cl.[Cl:53][C:54]1[CH:59]=[CH:58][CH:57]=[CH:56][C:55]=1[NH:60][CH:61]1[CH2:66][CH2:65][NH:64][CH2:63][CH2:62]1. (6) Given the product [CH3:14][O:15][C:16](=[O:17])[NH:12][CH2:11][CH2:10][C:7]1[CH:6]=[CH:5][C:4]([N+:1]([O-:3])=[O:2])=[CH:9][CH:8]=1, predict the reactants needed to synthesize it. The reactants are: [N+:1]([C:4]1[CH:9]=[CH:8][C:7]([CH2:10][CH2:11][NH2:12])=[CH:6][CH:5]=1)([O-:3])=[O:2].Cl[CH2:14][O:15][CH:16]=[O:17]. (7) Given the product [CH:32]1([O:14][C:13]2[C:8]([NH:7][C:4]3[S:5][CH:6]=[C:2]([CH3:1])[N:3]=3)=[N:9][CH:10]=[CH:11][CH:12]=2)[CH2:31][CH2:30][CH2:29][CH:28]=[CH:27]1, predict the reactants needed to synthesize it. The reactants are: [CH3:1][C:2]1[N:3]=[C:4]([NH:7][C:8]2[C:13]([OH:14])=[CH:12][CH:11]=[CH:10][N:9]=2)[S:5][CH:6]=1.C([O-])([O-])=O.[Cs+].[Cs+].CN(C=O)C.Br[CH:27]1[CH2:32][CH2:31][CH2:30][CH:29]=[CH:28]1. (8) Given the product [F:46][C:47]1[CH:52]=[CH:51][C:50]([CH2:53][C:54]([NH:30][N:29]2[CH2:23][CH2:24][CH2:25]/[C:26](=[CH:31]\[C:32]3[CH:37]=[CH:36][C:35]([N:38]4[CH:42]=[C:41]([CH3:43])[N:40]=[CH:39]4)=[C:34]([O:44][CH3:45])[CH:33]=3)/[C:27]2=[O:28])=[O:55])=[CH:49][CH:48]=1.[Cl:22][CH2:23][CH2:24][CH2:25]/[C:26](=[CH:31]\[C:32]1[CH:37]=[CH:36][C:35]([N:38]2[CH:42]=[C:41]([CH3:43])[N:40]=[CH:39]2)=[C:34]([O:44][CH3:45])[CH:33]=1)/[C:27]([NH:29][NH:30][C:54](=[O:56])[CH2:53][C:50]1[CH:49]=[CH:48][C:47]([F:46])=[CH:52][CH:51]=1)=[O:28], predict the reactants needed to synthesize it. The reactants are: C(N(C(C)C)CC)(C)C.C1C=CC2N(O)N=NC=2C=1.Cl.Cl.[Cl:22][CH2:23][CH2:24][CH2:25]/[C:26](=[CH:31]\[C:32]1[CH:37]=[CH:36][C:35]([N:38]2[CH:42]=[C:41]([CH3:43])[N:40]=[CH:39]2)=[C:34]([O:44][CH3:45])[CH:33]=1)/[C:27]([NH:29][NH2:30])=[O:28].[F:46][C:47]1[CH:52]=[CH:51][C:50]([CH2:53][C:54]([OH:56])=[O:55])=[CH:49][CH:48]=1.O.C(=O)(O)[O-].[Na+]. (9) Given the product [Br:1][C:2]1[CH:3]=[C:4]([O:10][CH2:12][C@@H:13]2[CH2:17][CH2:16][N:15]([C:18]([O:20][C:21]([CH3:22])([CH3:24])[CH3:23])=[O:19])[CH2:14]2)[C:5]([I:9])=[N:6][C:7]=1[Cl:8], predict the reactants needed to synthesize it. The reactants are: [Br:1][C:2]1[CH:3]=[C:4]([OH:10])[C:5]([I:9])=[N:6][C:7]=1[Cl:8].O[CH2:12][C@@H:13]1[CH2:17][CH2:16][N:15]([C:18]([O:20][C:21]([CH3:24])([CH3:23])[CH3:22])=[O:19])[CH2:14]1.C1(P(C2C=CC=CC=2)C2C=CC=CC=2)C=CC=CC=1.N(C(OC(C)C)=O)=NC(OC(C)C)=O.